This data is from Forward reaction prediction with 1.9M reactions from USPTO patents (1976-2016). The task is: Predict the product of the given reaction. (1) Given the reactants [CH3:1][C:2]1[O:6][C:5]([C:7]([NH:9][C:10]([C:13]2[N:19]([CH3:20])[C:17](=[O:18])[C:16]([OH:21])=[C:15]([C:22]([NH:24][CH2:25][C:26]3[CH:27]=[CH:28][C:29]([F:32])=[CH:30][CH:31]=3)=[O:23])[N:14]=2)([CH3:12])[CH3:11])=[O:8])=[N:4][N:3]=1.C(O)(C)C.[C:37]([NH2:41])([CH3:40])([CH3:39])[CH3:38], predict the reaction product. The product is: [CH3:1][C:2]1[O:6][C:5]([C:7]([NH:9][C:10]([C:13]2[N:19]([CH3:20])[C:17](=[O:18])[C:16]([OH:21])=[C:15]([C:22]([NH:24][CH2:25][C:26]3[CH:27]=[CH:28][C:29]([F:32])=[CH:30][CH:31]=3)=[O:23])[N:14]=2)([CH3:12])[CH3:11])=[O:8])=[N:4][N:3]=1.[C:37]([NH2:41])([CH3:40])([CH3:39])[CH3:38]. (2) The product is: [C:3]([O:7][C:8]([N:10]1[CH2:11][CH2:12][C:13]([OH:16])([CH3:18])[CH2:14][CH2:15]1)=[O:9])([CH3:6])([CH3:4])[CH3:5]. Given the reactants C[Li].[C:3]([O:7][C:8]([N:10]1[CH2:15][CH2:14][C:13](=[O:16])[CH2:12][CH2:11]1)=[O:9])([CH3:6])([CH3:5])[CH3:4].O.[CH:18](Cl)(Cl)Cl, predict the reaction product. (3) Given the reactants C(S([C:11]1[C:23]2[C:22]3[C:17](=[C:18]([N:25]([CH3:33])[C:26](=[O:32])[O:27][C:28]([CH3:31])([CH3:30])[CH3:29])[CH:19]=[C:20]([F:24])[CH:21]=3)[NH:16][C:15]=2[N:14]=[C:13]([O:34][C:35]2[CH:36]=[N:37][C:38]([S:41]([CH3:44])(=O)=O)=[N:39][CH:40]=2)[N:12]=1)(=O)=O)C1C=CC=CC=1.[CH2:45]([NH2:52])[CH2:46][CH2:47][CH2:48][CH2:49][CH2:50][NH2:51].SC[C:55]([O:57]CC)=[O:56].[OH-].[Na+], predict the reaction product. The product is: [NH2:51][CH2:50][CH2:49][CH2:48][CH2:47][CH2:46][CH2:45][NH:52][C:11]1[C:23]2[C:22]3[C:17](=[C:18]([N:25]([C:26]([O:27][C:28]([CH3:29])([CH3:30])[CH3:31])=[O:32])[CH3:33])[CH:19]=[C:20]([F:24])[CH:21]=3)[NH:16][C:15]=2[N:14]=[C:13]([O:34][C:35]2[CH:40]=[N:39][C:38]([S:41][CH2:44][C:55]([OH:57])=[O:56])=[N:37][CH:36]=2)[N:12]=1. (4) Given the reactants [Cl:1][C:2]1[CH:3]=[C:4]([NH:11][S:12]([C:15]2[CH:20]=[CH:19][C:18]([Cl:21])=[C:17]([C:22]([F:25])([F:24])[F:23])[CH:16]=2)(=[O:14])=[O:13])[C:5]([C:8]([OH:10])=O)=[N:6][CH:7]=1.[CH2:26]([NH:28][C:29]1[CH:34]=[CH:33][CH:32]=[CH:31][N:30]=1)[CH3:27].F[P-](F)(F)(F)(F)F.N1(O[P+](N(C)C)(N(C)C)N(C)C)C2C=CC=CC=2N=N1.CCN(C(C)C)C(C)C, predict the reaction product. The product is: [CH2:26]([N:28]([C:29]1[CH:34]=[CH:33][CH:32]=[CH:31][N:30]=1)[C:8]([C:5]1[C:4]([NH:11][S:12]([C:15]2[CH:20]=[CH:19][C:18]([Cl:21])=[C:17]([C:22]([F:24])([F:23])[F:25])[CH:16]=2)(=[O:13])=[O:14])=[CH:3][C:2]([Cl:1])=[CH:7][N:6]=1)=[O:10])[CH3:27]. (5) The product is: [CH2:16]([O:15][C:11](=[O:14])/[CH:12]=[CH:13]/[C:2]1[CH:3]=[C:4]([CH:8]=[CH:9][CH:10]=1)[C:5]([OH:7])=[O:6])[CH3:17]. Given the reactants I[C:2]1[CH:3]=[C:4]([CH:8]=[CH:9][CH:10]=1)[C:5]([OH:7])=[O:6].[C:11]([O:15][CH2:16][CH3:17])(=[O:14])[CH:12]=[CH2:13].C(N(CC)CC)C.Cl, predict the reaction product. (6) The product is: [Br:11][C:12]1[CH:13]=[N:1][C:2]2[C:7]([CH:8]=1)=[CH:6][N:5]=[C:4]([Cl:10])[CH:3]=2. Given the reactants [NH2:1][C:2]1[C:7]([CH:8]=O)=[CH:6][N:5]=[C:4]([Cl:10])[CH:3]=1.[Br:11][CH2:12][CH:13](OC)OC.FC(F)(F)S([O-])(=O)=O.[Yb+3].FC(F)(F)S([O-])(=O)=O.FC(F)(F)S([O-])(=O)=O, predict the reaction product.